Dataset: Reaction yield outcomes from USPTO patents with 853,638 reactions. Task: Predict the reaction yield, written as a fraction of the theoretical maximum amount of product (1.0 means a 100% yield; for example, 0.34 means a 34% yield). The reactants are C(O)(C(F)(F)F)=O.[NH2:8][C@H:9]1[CH2:14][CH2:13][C@H:12]([NH:15][C:16]2[CH:17]=[C:18]([NH:34]CC3C=CC(OC)=CC=3)[C:19]3[N:20]([C:22]([C:25]([NH:27][C:28]4[CH:33]=[CH:32][N:31]=[CH:30][CH:29]=4)=[O:26])=[CH:23][N:24]=3)[N:21]=2)[CH2:11][CH2:10]1. No catalyst specified. The product is [NH2:34][C:18]1[C:19]2[N:20]([C:22]([C:25]([NH:27][C:28]3[CH:29]=[CH:30][N:31]=[CH:32][CH:33]=3)=[O:26])=[CH:23][N:24]=2)[N:21]=[C:16]([NH:15][CH:12]2[CH2:13][CH2:14][CH:9]([NH2:8])[CH2:10][CH2:11]2)[CH:17]=1. The yield is 0.154.